This data is from Full USPTO retrosynthesis dataset with 1.9M reactions from patents (1976-2016). The task is: Predict the reactants needed to synthesize the given product. Given the product [CH3:16][O:17][C:18]1[C:19]2[N:20]([N:24]=[C:25]([NH:27][C:2]3[CH:3]=[CH:4][C:5]([N:10]4[CH:14]=[C:13]([CH3:15])[N:12]=[CH:11]4)=[C:6]([CH:9]=3)[C:7]#[N:8])[N:26]=2)[CH:21]=[CH:22][CH:23]=1, predict the reactants needed to synthesize it. The reactants are: Br[C:2]1[CH:3]=[CH:4][C:5]([N:10]2[CH:14]=[C:13]([CH3:15])[N:12]=[CH:11]2)=[C:6]([CH:9]=1)[C:7]#[N:8].[CH3:16][O:17][C:18]1[C:19]2[N:20]([N:24]=[C:25]([NH2:27])[N:26]=2)[CH:21]=[CH:22][CH:23]=1.C1([O-])C=CC=CC=1.[Na+].